Predict the product of the given reaction. From a dataset of Forward reaction prediction with 1.9M reactions from USPTO patents (1976-2016). (1) Given the reactants [NH:1]([C:3](=[S:5])[NH2:4])[NH2:2].[Br:6][C:7]1[CH:15]=[CH:14][C:10]([C:11](Cl)=[O:12])=[C:9]([F:16])[CH:8]=1, predict the reaction product. The product is: [Br:6][C:7]1[CH:15]=[CH:14][C:10]([C:11]([NH:2][NH:1][C:3](=[S:5])[NH2:4])=[O:12])=[C:9]([F:16])[CH:8]=1. (2) Given the reactants Br[C:2]1[CH:7]=[CH:6][CH:5]=[CH:4][C:3]=1[CH2:8][C:9]([OH:11])=[O:10].[Br:12][C:13]1[CH:14]=[C:15]([CH:17]=[CH:18][CH:19]=1)[NH2:16], predict the reaction product. The product is: [Br:12][C:13]1[CH:14]=[C:15]([NH:16][C:2]2[CH:7]=[CH:6][CH:5]=[CH:4][C:3]=2[CH2:8][C:9]([OH:11])=[O:10])[CH:17]=[CH:18][CH:19]=1. (3) Given the reactants [CH3:1][O:2][C:3]([C:5]1([C:12]#[N:13])[C:7]2([CH2:11][CH2:10][CH2:9][CH2:8]2)[CH2:6]1)=[O:4].[BH4-].[Na+].[H][H], predict the reaction product. The product is: [CH3:1][O:2][C:3]([C:5]1([CH2:12][NH2:13])[C:7]2([CH2:8][CH2:9][CH2:10][CH2:11]2)[CH2:6]1)=[O:4]. (4) Given the reactants [Cl:1][C:2]1[C:10]2[C:5](=[CH:6][CH:7]=[C:8]([O:11][CH3:12])[CH:9]=2)[NH:4][C:3]=1[C:13]([NH:15][OH:16])=[NH:14].CO[C:19](OC)(N(C)C)[CH3:20], predict the reaction product. The product is: [Cl:1][C:2]1[C:10]2[C:5](=[CH:6][CH:7]=[C:8]([O:11][CH3:12])[CH:9]=2)[NH:4][C:3]=1[C:13]1[N:14]=[C:19]([CH3:20])[O:16][N:15]=1. (5) Given the reactants Br[C:2]1[CH:7]=[CH:6][C:5]([OH:8])=[CH:4][CH:3]=1.[Cl:9][C:10]1[CH:15]=[CH:14][CH:13]=[CH:12][C:11]=1B(O)O.C(=O)([O-])[O-].[K+].[K+], predict the reaction product. The product is: [Cl:9][C:10]1[CH:15]=[CH:14][CH:13]=[CH:12][C:11]=1[C:2]1[CH:7]=[CH:6][C:5]([OH:8])=[CH:4][CH:3]=1. (6) Given the reactants Cl.F[C:3]1[C:8]([F:9])=[CH:7][CH:6]=[CH:5][C:4]=1[NH:10][NH2:11].C[O-].[Na+].C(O[CH:18]=[CH:19][C:20]#[N:21])C.[CH2:22]([OH:24])[CH3:23], predict the reaction product. The product is: [CH2:22]([O:24][C:3]1[C:8]([F:9])=[CH:7][CH:6]=[CH:5][C:4]=1[N:10]1[CH:18]=[CH:19][C:20]([NH2:21])=[N:11]1)[CH3:23]. (7) Given the reactants Br[C:2]1[CH:3]=[C:4]([CH3:21])[C:5]([N:8]2[CH2:13][CH2:12][N:11]([C:14]([O:16][C:17]([CH3:20])([CH3:19])[CH3:18])=[O:15])[CH2:10][CH2:9]2)=[N:6][CH:7]=1.C([Li])CCC.[C:27](=[O:29])=[O:28].Cl, predict the reaction product. The product is: [C:17]([O:16][C:14]([N:11]1[CH2:12][CH2:13][N:8]([C:5]2[C:4]([CH3:21])=[CH:3][C:2]([C:27]([OH:29])=[O:28])=[CH:7][N:6]=2)[CH2:9][CH2:10]1)=[O:15])([CH3:20])([CH3:19])[CH3:18]. (8) Given the reactants [Cl:1][C:2]1[CH:29]=[CH:28][CH:27]=[C:26]([C:30]([F:33])([F:32])[F:31])[C:3]=1[C:4]([N:6]1[C:14]2[C:9](=[C:10]([F:15])[CH:11]=[CH:12][CH:13]=2)[C:8]([C:16]2[CH:24]=[CH:23][C:19]([C:20]([OH:22])=[O:21])=[C:18]([OH:25])[CH:17]=2)=[N:7]1)=[O:5].[CH3:34][C:35](OC(C)=O)=[O:36].[Mg+2].[I-].[I-], predict the reaction product. The product is: [C:35]([O:25][C:18]1[CH:17]=[C:16]([C:8]2[C:9]3[C:14](=[CH:13][CH:12]=[CH:11][C:10]=3[F:15])[N:6]([C:4](=[O:5])[C:3]3[C:26]([C:30]([F:32])([F:31])[F:33])=[CH:27][CH:28]=[CH:29][C:2]=3[Cl:1])[N:7]=2)[CH:24]=[CH:23][C:19]=1[C:20]([OH:22])=[O:21])(=[O:36])[CH3:34]. (9) Given the reactants [C:1]([O:5][C:6]([NH:8][C@H:9]1[CH2:14][CH2:13][C@H:12]([NH:15][C:16]2[C:21]([CH3:22])=[C:20]([N:23]([O:35][C:36]([CH3:39])([CH3:38])[CH3:37])[C:24]([C:26]3[CH:31]=[CH:30][C:29]([O:32][CH2:33][CH3:34])=[CH:28][CH:27]=3)=[O:25])[N:19]3[N:40]=[CH:41][C:42]([C:43]([OH:45])=O)=[C:18]3[N:17]=2)[CH2:11][CH2:10]1)=[O:7])([CH3:4])([CH3:3])[CH3:2].Cl.C([N:49]=C=NCCCN(C)C)C.C(N(CC)CC)C.N, predict the reaction product. The product is: [C:1]([O:5][C:6]([NH:8][C@H:9]1[CH2:10][CH2:11][C@H:12]([NH:15][C:16]2[C:21]([CH3:22])=[C:20]([N:23]([O:35][C:36]([CH3:37])([CH3:39])[CH3:38])[C:24]([C:26]3[CH:31]=[CH:30][C:29]([O:32][CH2:33][CH3:34])=[CH:28][CH:27]=3)=[O:25])[N:19]3[N:40]=[CH:41][C:42]([C:43]([NH2:49])=[O:45])=[C:18]3[N:17]=2)[CH2:13][CH2:14]1)=[O:7])([CH3:3])([CH3:2])[CH3:4]. (10) Given the reactants C(O[C:4]([C:6]1[S:7][CH:8]=[C:9]([C:11]([F:14])([F:13])[F:12])[N:10]=1)=[O:5])C.[CH3:15][CH2:16][O:17][C:18]([CH3:20])=[O:19].C(O[K])(C)(C)C, predict the reaction product. The product is: [O:5]=[C:4]([C:6]1[S:7][CH:8]=[C:9]([C:11]([F:12])([F:13])[F:14])[N:10]=1)[CH2:20][C:18]([O:17][CH2:16][CH3:15])=[O:19].